From a dataset of Full USPTO retrosynthesis dataset with 1.9M reactions from patents (1976-2016). Predict the reactants needed to synthesize the given product. Given the product [C:11]([O:10][C:8]([N:5]1[CH2:4][CH2:3][CH:2]([NH:1][CH2:20][C:19]2[CH:22]=[CH:23][C:16]([Cl:15])=[CH:17][CH:18]=2)[CH2:7][CH2:6]1)=[O:9])([CH3:14])([CH3:13])[CH3:12], predict the reactants needed to synthesize it. The reactants are: [NH2:1][CH:2]1[CH2:7][CH2:6][N:5]([C:8]([O:10][C:11]([CH3:14])([CH3:13])[CH3:12])=[O:9])[CH2:4][CH2:3]1.[Cl:15][C:16]1[CH:23]=[CH:22][C:19]([CH2:20]Br)=[CH:18][CH:17]=1.C(N(CC)CC)C.